From a dataset of Forward reaction prediction with 1.9M reactions from USPTO patents (1976-2016). Predict the product of the given reaction. (1) The product is: [CH3:1][N:2]1[CH2:15][CH2:14][C:5]2[N:6]([CH2:24][CH2:23][C:20]3[CH:19]=[N:18][C:17]([CH3:16])=[CH:22][CH:21]=3)[C:7]3[C:8]([CH3:13])=[CH:9][CH:10]=[CH:11][C:12]=3[C:4]=2[CH2:3]1. Given the reactants [CH3:1][N:2]1[CH2:15][CH2:14][C:5]2[NH:6][C:7]3[C:8]([CH3:13])=[CH:9][CH:10]=[CH:11][C:12]=3[C:4]=2[CH2:3]1.[CH3:16][C:17]1[CH:22]=[CH:21][C:20]([CH:23]=[CH2:24])=[CH:19][N:18]=1.[OH-].[K+], predict the reaction product. (2) Given the reactants [Cl:1][C:2]1[N:7]=[C:6]([C:8]([O:10][CH3:11])=[O:9])[CH:5]=[C:4](Cl)[N:3]=1.[NH:13]1[CH2:17][CH2:16][CH2:15][C@H:14]1[C:18]([NH2:20])=[O:19].CCN(C(C)C)C(C)C, predict the reaction product. The product is: [C:18]([C@@H:14]1[CH2:15][CH2:16][CH2:17][N:13]1[C:4]1[N:3]=[C:2]([Cl:1])[N:7]=[C:6]([C:8]([O:10][CH3:11])=[O:9])[CH:5]=1)(=[O:19])[NH2:20]. (3) Given the reactants [Cl:1][C:2]1[C:3]([C:27]([F:30])([F:29])[F:28])=[N:4][N:5]([CH2:8][C:9]([N:11]2[CH2:16][CH2:15][CH2:14][C:13]3[N:17]([C:20]4[CH:25]=[CH:24][C:23]([F:26])=[CH:22][CH:21]=4)[N:18]=[CH:19][C:12]2=3)=[O:10])[C:6]=1[CH3:7].[H-].[Na+].[CH2:33]=O.CN([CH:38]=[O:39])C, predict the reaction product. The product is: [Cl:1][C:2]1[C:3]([C:27]([F:30])([F:29])[F:28])=[N:4][N:5]([CH:8]([CH2:33][O:39][CH3:38])[C:9]([N:11]2[CH2:16][CH2:15][CH2:14][C:13]3[N:17]([C:20]4[CH:25]=[CH:24][C:23]([F:26])=[CH:22][CH:21]=4)[N:18]=[CH:19][C:12]2=3)=[O:10])[C:6]=1[CH3:7]. (4) Given the reactants [N-:1]=[N+]=[N-].[Na+].[CH3:5][C:6]1[CH:11]=[C:10]([NH:12][C:13]2[CH:18]=[C:17]([C:19]([F:22])([F:21])[F:20])[CH:16]=[CH:15][N:14]=2)[N:9]=[C:8]([C:23]2[N:24]=[N:25][N:26]([CH:28]3[CH2:33][CH2:32][C:31](=[O:34])[CH2:30][CH2:29]3)[CH:27]=2)[CH:7]=1.CS(O)(=O)=O, predict the reaction product. The product is: [CH3:5][C:6]1[CH:11]=[C:10]([NH:12][C:13]2[CH:18]=[C:17]([C:19]([F:21])([F:20])[F:22])[CH:16]=[CH:15][N:14]=2)[N:9]=[C:8]([C:23]2[N:24]=[N:25][N:26]([CH:28]3[CH2:29][CH2:30][NH:1][C:31](=[O:34])[CH2:32][CH2:33]3)[CH:27]=2)[CH:7]=1. (5) Given the reactants [NH2:1][C:2]1[CH:3]=[CH:4][C:5]([F:20])=[C:6]([C@:8]2([CH3:19])[CH2:13][C@@H:12]([C:14]([F:17])([F:16])[F:15])[O:11][C:10]([NH2:18])=[N:9]2)[CH:7]=1.[F:21][CH:22]([F:33])[O:23][C:24]1[CH:25]=[CH:26][C:27]([C:30](O)=[O:31])=[N:28][CH:29]=1, predict the reaction product. The product is: [NH2:18][C:10]1[O:11][C@H:12]([C:14]([F:16])([F:17])[F:15])[CH2:13][C@:8]([C:6]2[CH:7]=[C:2]([NH:1][C:30](=[O:31])[C:27]3[CH:26]=[CH:25][C:24]([O:23][CH:22]([F:33])[F:21])=[CH:29][N:28]=3)[CH:3]=[CH:4][C:5]=2[F:20])([CH3:19])[N:9]=1. (6) Given the reactants [Si]([O:8][CH2:9][CH2:10][N:11]1[CH2:15][CH2:14][C@H:13]([NH:16]C(=O)OC(C)(C)C)[C:12]1=[O:24])(C(C)(C)C)(C)C.O1CCOCC1.[ClH:31], predict the reaction product. The product is: [ClH:31].[NH2:16][C@H:13]1[CH2:14][CH2:15][N:11]([CH2:10][CH2:9][OH:8])[C:12]1=[O:24].